From a dataset of Catalyst prediction with 721,799 reactions and 888 catalyst types from USPTO. Predict which catalyst facilitates the given reaction. Product: [CH3:25][N:14]([CH3:13])[C:15]1[CH:16]=[CH:17][C:18]([CH2:21][C:22]([N:43]2[CH2:44][CH2:45][CH:40]([CH2:39][CH2:38][NH:37][C:35](=[O:36])[CH2:34][O:33][CH2:32][C:31]3[CH:30]=[CH:29][C:28]([F:27])=[CH:47][CH:46]=3)[CH2:41][CH2:42]2)=[O:24])=[CH:19][CH:20]=1. The catalyst class is: 59. Reactant: C1N=CN(C(N2C=NC=C2)=O)C=1.[CH3:13][N:14]([CH3:25])[C:15]1[CH:20]=[CH:19][C:18]([CH2:21][C:22]([OH:24])=O)=[CH:17][CH:16]=1.Cl.[F:27][C:28]1[CH:47]=[CH:46][C:31]([CH2:32][O:33][CH2:34][C:35]([NH:37][CH2:38][CH2:39][CH:40]2[CH2:45][CH2:44][NH:43][CH2:42][CH2:41]2)=[O:36])=[CH:30][CH:29]=1.